Dataset: Reaction yield outcomes from USPTO patents with 853,638 reactions. Task: Predict the reaction yield, written as a fraction of the theoretical maximum amount of product (1.0 means a 100% yield; for example, 0.34 means a 34% yield). (1) The reactants are [F:1][C:2]1[CH:3]=[C:4]([NH:9][C:10]2[N:18]=[CH:17][C:16]([F:19])=[CH:15][C:11]=2[C:12]([OH:14])=O)[CH:5]=[CH:6][C:7]=1[F:8].[NH2:20][C@H:21]1[CH2:25][CH2:24][N:23]([C:26]([O:28][C:29]([CH3:32])([CH3:31])[CH3:30])=[O:27])[CH2:22]1.CN(C(ON1N=NC2C=CC=NC1=2)=[N+](C)C)C.F[P-](F)(F)(F)(F)F.C1C=NC2N(O)N=NC=2C=1.CCN(C(C)C)C(C)C. The catalyst is C(Cl)Cl. The product is [F:1][C:2]1[CH:3]=[C:4]([NH:9][C:10]2[C:11]([C:12]([NH:20][C@H:21]3[CH2:25][CH2:24][N:23]([C:26]([O:28][C:29]([CH3:32])([CH3:31])[CH3:30])=[O:27])[CH2:22]3)=[O:14])=[CH:15][C:16]([F:19])=[CH:17][N:18]=2)[CH:5]=[CH:6][C:7]=1[F:8]. The yield is 0.530. (2) The reactants are [NH2:1][C:2]1[CH:7]=[C:6]([O:8][CH3:9])[CH:5]=[CH:4][C:3]=1[CH2:10][OH:11]. The catalyst is ClCCl.[O-2].[Mn+2]. The product is [NH2:1][C:2]1[CH:7]=[C:6]([O:8][CH3:9])[CH:5]=[CH:4][C:3]=1[CH:10]=[O:11]. The yield is 0.350. (3) The reactants are [F-].[Cs+].Br[C:4]1[C:13]2[O:12][CH2:11][CH:10]([C:14]3[C:15]([C:20]#[N:21])=[N:16][CH:17]=[CH:18][CH:19]=3)[N:9]3[C:22](=[O:24])[NH:23][C:7]([C:8]=23)=[CH:6][CH:5]=1.[CH3:25][C:26]1[C:30](B(O)O)=[C:29]([CH3:34])[O:28][N:27]=1.C(O)CCC. The catalyst is C(P(C(C)(C)C)C1C=CC(N(C)C)=CC=1)(C)(C)C.Cl[Pd]Cl.O. The product is [CH3:25][C:26]1[C:30]([C:4]2[C:13]3[O:12][CH2:11][CH:10]([C:14]4[C:15]([C:20]#[N:21])=[N:16][CH:17]=[CH:18][CH:19]=4)[N:9]4[C:22](=[O:24])[NH:23][C:7]([C:8]=34)=[CH:6][CH:5]=2)=[C:29]([CH3:34])[O:28][N:27]=1. The yield is 0.850. (4) The reactants are F[C:2]1[CH:3]=[C:4]2[C:9](=[CH:10][C:11]=1[N+:12]([O-:14])=[O:13])[NH:8][C:7](=[O:15])[N:6]([NH:16][S:17]([CH3:20])(=[O:19])=[O:18])[C:5]2=[O:21].[C:22]1([N:28]2[CH2:33][CH2:32][NH:31][CH2:30][CH2:29]2)[CH:27]=[CH:26][CH:25]=[CH:24][CH:23]=1. No catalyst specified. The product is [N+:12]([C:11]1[CH:10]=[C:9]2[C:4]([C:5](=[O:21])[N:6]([NH:16][S:17]([CH3:20])(=[O:19])=[O:18])[C:7](=[O:15])[NH:8]2)=[CH:3][C:2]=1[N:31]1[CH2:32][CH2:33][N:28]([C:22]2[CH:27]=[CH:26][CH:25]=[CH:24][CH:23]=2)[CH2:29][CH2:30]1)([O-:14])=[O:13]. The yield is 0.660. (5) The yield is 0.769. The reactants are Cl.CN(C)CCCN=C=NCC.[NH2:13][C:14]1[CH:27]=[CH:26][C:17]([CH2:18][N:19]2[C:23](=[O:24])[CH2:22][S:21][C:20]2=[O:25])=[CH:16][CH:15]=1.[O:28]([C:35]1[CH:36]=[C:37]([CH2:41][C:42](O)=[O:43])[CH:38]=[CH:39][CH:40]=1)[C:29]1[CH:34]=[CH:33][CH:32]=[CH:31][CH:30]=1.O. The product is [O:28]([C:35]1[CH:36]=[C:37]([CH2:41][C:42]([NH:13][C:14]2[CH:27]=[CH:26][C:17]([CH2:18][N:19]3[C:23](=[O:24])[CH2:22][S:21][C:20]3=[O:25])=[CH:16][CH:15]=2)=[O:43])[CH:38]=[CH:39][CH:40]=1)[C:29]1[CH:30]=[CH:31][CH:32]=[CH:33][CH:34]=1. The catalyst is CN(C)C1C=CN=CC=1.O1CCCC1. (6) The catalyst is ClCCl. The reactants are [F:1][C:2]1[CH:3]=[C:4]([CH:18]=[CH:19][C:20]=1[F:21])[O:5][C:6]1[CH:7]=[CH:8][C:9]2[N:13]=[C:12]([CH2:14][OH:15])[N:11]([CH3:16])[C:10]=2[CH:17]=1.O[C:23]1[CH:24]=[C:25]([CH:30]=[CH:31][CH:32]=1)[C:26]([O:28][CH3:29])=[O:27].C(P(CCCC)CCCC)CCC.N(C(N1CCCCC1)=O)=NC(N1CCCCC1)=O. The yield is 0.800. The product is [F:1][C:2]1[CH:3]=[C:4]([CH:18]=[CH:19][C:20]=1[F:21])[O:5][C:6]1[CH:7]=[CH:8][C:9]2[N:13]=[C:12]([CH2:14][O:15][C:23]3[CH:24]=[C:25]([CH:30]=[CH:31][CH:32]=3)[C:26]([O:28][CH3:29])=[O:27])[N:11]([CH3:16])[C:10]=2[CH:17]=1.